Dataset: NCI-60 drug combinations with 297,098 pairs across 59 cell lines. Task: Regression. Given two drug SMILES strings and cell line genomic features, predict the synergy score measuring deviation from expected non-interaction effect. (1) Drug 1: C1C(C(OC1N2C=NC3=C(N=C(N=C32)Cl)N)CO)O. Drug 2: CCCCCOC(=O)NC1=NC(=O)N(C=C1F)C2C(C(C(O2)C)O)O. Cell line: TK-10. Synergy scores: CSS=15.0, Synergy_ZIP=-6.37, Synergy_Bliss=0.191, Synergy_Loewe=-24.0, Synergy_HSA=-3.20. (2) Drug 1: CC1=C2C(C(=O)C3(C(CC4C(C3C(C(C2(C)C)(CC1OC(=O)C(C(C5=CC=CC=C5)NC(=O)OC(C)(C)C)O)O)OC(=O)C6=CC=CC=C6)(CO4)OC(=O)C)OC)C)OC. Drug 2: C(CC(=O)O)C(=O)CN.Cl. Cell line: 786-0. Synergy scores: CSS=56.4, Synergy_ZIP=3.04, Synergy_Bliss=2.37, Synergy_Loewe=-4.04, Synergy_HSA=5.74. (3) Drug 1: C1C(C(OC1N2C=C(C(=O)NC2=O)F)CO)O. Drug 2: C1CN(CCN1C(=O)CCBr)C(=O)CCBr. Cell line: IGROV1. Synergy scores: CSS=17.8, Synergy_ZIP=-5.48, Synergy_Bliss=1.67, Synergy_Loewe=2.64, Synergy_HSA=3.23. (4) Drug 1: CCC1(CC2CC(C3=C(CCN(C2)C1)C4=CC=CC=C4N3)(C5=C(C=C6C(=C5)C78CCN9C7C(C=CC9)(C(C(C8N6C=O)(C(=O)OC)O)OC(=O)C)CC)OC)C(=O)OC)O.OS(=O)(=O)O. Drug 2: COC1=C2C(=CC3=C1OC=C3)C=CC(=O)O2. Cell line: K-562. Synergy scores: CSS=34.2, Synergy_ZIP=3.95, Synergy_Bliss=0.398, Synergy_Loewe=-45.7, Synergy_HSA=1.39. (5) Drug 1: CC1=C(C=C(C=C1)C(=O)NC2=CC(=CC(=C2)C(F)(F)F)N3C=C(N=C3)C)NC4=NC=CC(=N4)C5=CN=CC=C5. Drug 2: CC1C(C(CC(O1)OC2CC(CC3=C2C(=C4C(=C3O)C(=O)C5=CC=CC=C5C4=O)O)(C(=O)C)O)N)O. Cell line: HCT116. Synergy scores: CSS=40.0, Synergy_ZIP=4.21, Synergy_Bliss=3.85, Synergy_Loewe=-24.1, Synergy_HSA=3.20.